Predict the product of the given reaction. From a dataset of Forward reaction prediction with 1.9M reactions from USPTO patents (1976-2016). Given the reactants [CH3:1][O:2][C:3]1[CH:9]=[CH:8][C:6]([NH2:7])=[CH:5][CH:4]=1.[N+:10]([C:13]1[CH:18]=[CH:17][CH:16]=[CH:15][C:14]=1[S:19](Cl)(=[O:21])=[O:20])([O-:12])=[O:11].C(N(CC)CC)C.O, predict the reaction product. The product is: [CH3:1][O:2][C:3]1[CH:9]=[CH:8][C:6]([NH:7][S:19]([C:14]2[CH:15]=[CH:16][CH:17]=[CH:18][C:13]=2[N+:10]([O-:12])=[O:11])(=[O:20])=[O:21])=[CH:5][CH:4]=1.